Dataset: Full USPTO retrosynthesis dataset with 1.9M reactions from patents (1976-2016). Task: Predict the reactants needed to synthesize the given product. (1) Given the product [NH2:1][C:2]1[O:3][CH2:4][C@@:5]2([N:22]=1)[C:18]1[CH:17]=[C:16]([OH:19])[CH:15]=[C:14]([F:20])[C:13]=1[O:12][C:11]1[C:6]2=[CH:7][C:8]([C:27]2[CH:28]=[N:23][CH:24]=[N:25][CH:26]=2)=[CH:9][CH:10]=1, predict the reactants needed to synthesize it. The reactants are: [NH2:1][C:2]1[O:3][CH2:4][C@@:5]2([N:22]=1)[C:18]1[CH:17]=[C:16]([OH:19])[CH:15]=[C:14]([F:20])[C:13]=1[O:12][C:11]1[C:6]2=[CH:7][C:8](Br)=[CH:9][CH:10]=1.[N:23]1[CH:28]=[C:27](B(O)O)[CH:26]=[N:25][CH:24]=1.CN(C=O)C.C(=O)([O-])[O-].[Na+].[Na+]. (2) Given the product [Cl:1][C:2]1[N:3]=[C:4]([NH:15][CH:12]2[CH2:14][CH2:13]2)[C:5]2[O:10][CH:9]=[CH:8][C:6]=2[N:7]=1, predict the reactants needed to synthesize it. The reactants are: [Cl:1][C:2]1[N:3]=[C:4](Cl)[C:5]2[O:10][CH:9]=[CH:8][C:6]=2[N:7]=1.[CH:12]1([NH2:15])[CH2:14][CH2:13]1. (3) Given the product [CH2:14]([CH:15]([O:18][C:6]([N:42]1[CH2:43][CH2:44][CH:39]([O:38][C:37]2[N:36]=[CH:35][N:34]=[C:33]3[N:29]([C:26]4[CH:27]=[CH:28][C:23]([S:20]([CH3:19])(=[O:21])=[O:22])=[CH:24][CH:25]=4)[N:30]=[CH:31][C:32]=23)[CH2:40][CH2:41]1)=[O:7])[CH2:16][CH3:17])[CH3:13], predict the reactants needed to synthesize it. The reactants are: N1([C:6](N2C=CN=C2)=[O:7])C=CN=C1.[CH3:13][CH2:14][CH:15]([OH:18])[CH2:16][CH3:17].[CH3:19][S:20]([C:23]1[CH:28]=[CH:27][C:26]([N:29]2[C:33]3=[N:34][CH:35]=[N:36][C:37]([O:38][CH:39]4[CH2:44][CH2:43][NH:42][CH2:41][CH2:40]4)=[C:32]3[CH:31]=[N:30]2)=[CH:25][CH:24]=1)(=[O:22])=[O:21].C(N(CC)CC)C. (4) Given the product [C:2]([C:7]1[O:11][C:10]([CH2:12][N:13]2[CH:17]=[CH:16][C:15]([NH:18][C:33]([C:28]3[N:29]=[C:30]([CH3:32])[O:31][C:27]=3[C:22]3[CH:21]=[C:20]([CH3:19])[CH:25]=[C:24]([CH3:26])[CH:23]=3)=[O:34])=[N:14]2)=[CH:9][CH:8]=1)(=[O:6])[CH3:1], predict the reactants needed to synthesize it. The reactants are: [CH3:1][C:2]1([C:7]2[O:11][C:10]([CH2:12][N:13]3[CH:17]=[CH:16][C:15]([NH2:18])=[N:14]3)=[CH:9][CH:8]=2)[O:6]CCO1.[CH3:19][C:20]1[CH:21]=[C:22]([C:27]2[O:31][C:30]([CH3:32])=[N:29][C:28]=2[C:33](O)=[O:34])[CH:23]=[C:24]([CH3:26])[CH:25]=1. (5) Given the product [CH3:1][S:2][C:3]1[N:4]=[CH:5][C:6]2[CH2:11][NH:10][CH2:9][C:7]=2[N:8]=1, predict the reactants needed to synthesize it. The reactants are: [CH3:1][S:2][C:3]1[N:4]=[CH:5][C:6]2[CH2:11][N:10](C(C3C=CC=CC=3)(C3C=CC=CC=3)C3C=CC=CC=3)[CH2:9][C:7]=2[N:8]=1.Cl.